This data is from Forward reaction prediction with 1.9M reactions from USPTO patents (1976-2016). The task is: Predict the product of the given reaction. Given the reactants Br[C:2]1[CH:3]=[C:4]([CH:8]=[CH:9][C:10]=1[CH3:11])[C:5]([OH:7])=[O:6].C[Mg+].[Br-].CC[O:17][CH2:18]C.[Li]CCCC.CCCCCC.Cl.C[OH:33], predict the reaction product. The product is: [CH3:11][C:10]1[CH:9]=[CH:8][C:4]([C:5]([OH:7])=[O:6])=[CH:3][C:2]=1[C:18]([OH:17])=[O:33].